This data is from Reaction yield outcomes from USPTO patents with 853,638 reactions. The task is: Predict the reaction yield, written as a fraction of the theoretical maximum amount of product (1.0 means a 100% yield; for example, 0.34 means a 34% yield). (1) No catalyst specified. The product is [CH2:22]([N:12]1[C:13]2[C:18](=[CH:17][C:16]([Cl:21])=[CH:15][CH:14]=2)[C:19]([Cl:32])=[C:10]([C:8]#[N:7])[C:11]1=[O:29])[C:23]1[CH:28]=[CH:27][CH:26]=[CH:25][CH:24]=1. The reactants are C1([NH:7][C:8]([C:10]2[C:11](=[O:29])[N:12]([CH2:22][C:23]3[CH:28]=[CH:27][CH:26]=[CH:25][CH:24]=3)[C:13]3[C:18]([C:19]=2O)=[CH:17][C:16]([Cl:21])=[CH:15][CH:14]=3)=O)CCCCC1.P(Cl)(Cl)([Cl:32])=O. The yield is 0.510. (2) The reactants are Br[C:2]1[CH:3]=[C:4]([NH:10][C:11]2[CH:16]=[CH:15][N:14]=[C:13]([CH2:17][CH3:18])[N:12]=2)[C:5](=[O:9])[N:6]([CH3:8])[CH:7]=1.[C:19]([O:22][CH2:23][C:24]1[C:25]([N:39]2[CH2:50][CH2:49][N:48]3[C:41](=[CH:42][C:43]4[CH2:44][C:45]([CH3:52])([CH3:51])[CH2:46][C:47]=43)[C:40]2=[O:53])=[N:26][CH:27]=[CH:28][C:29]=1B1OC(C)(C)C(C)(C)O1)(=[O:21])[CH3:20].[O-]P([O-])([O-])=O.[K+].[K+].[K+].O. The catalyst is C1C=CC(P(C2C=CC=CC=2)[C-]2C=CC=C2)=CC=1.C1C=CC(P(C2C=CC=CC=2)[C-]2C=CC=C2)=CC=1.Cl[Pd]Cl.[Fe+2].O1CCCC1. The product is [C:19]([O:22][CH2:23][C:24]1[C:25]([N:39]2[CH2:50][CH2:49][N:48]3[C:47]4[CH2:46][C:45]([CH3:52])([CH3:51])[CH2:44][C:43]=4[CH:42]=[C:41]3[C:40]2=[O:53])=[N:26][CH:27]=[CH:28][C:29]=1[C:2]1[CH:3]=[C:4]([NH:10][C:11]2[CH:16]=[CH:15][N:14]=[C:13]([CH2:17][CH3:18])[N:12]=2)[C:5](=[O:9])[N:6]([CH3:8])[CH:7]=1)(=[O:21])[CH3:20]. The yield is 0.500. (3) The reactants are [OH:1][CH:2]1[CH:8]([NH:9][C:10]([C@@H:12]([NH:17][C:18]([C:20]2[O:21][C:22]3[CH:28]=[CH:27][CH:26]=[CH:25][C:23]=3[CH:24]=2)=[O:19])[CH2:13][CH:14]([CH3:16])[CH3:15])=[O:11])[CH2:7][C:6]([CH3:30])([CH3:29])[CH2:5][N:4]([S:31]([C:34]2[CH:39]=[CH:38][CH:37]=[CH:36][N:35]=2)(=[O:33])=[O:32])[CH2:3]1.CC(OI1(OC(C)=O)(OC(C)=O)OC(=O)C2C=CC=CC1=2)=O. The catalyst is C(Cl)Cl. The product is [CH3:30][C:6]1([CH3:29])[CH2:5][N:4]([S:31]([C:34]2[CH:39]=[CH:38][CH:37]=[CH:36][N:35]=2)(=[O:32])=[O:33])[CH2:3][C:2](=[O:1])[CH:8]([NH:9][C:10]([C@@H:12]([NH:17][C:18]([C:20]2[O:21][C:22]3[CH:28]=[CH:27][CH:26]=[CH:25][C:23]=3[CH:24]=2)=[O:19])[CH2:13][CH:14]([CH3:16])[CH3:15])=[O:11])[CH2:7]1. The yield is 0.700. (4) The reactants are Cl[CH:2]([CH:20]1[CH2:25][CH2:24][CH2:23][CH2:22][CH2:21]1)[C:3]1[CH:7]=[C:6]([C:8]2[CH:13]=[CH:12][C:11]([C:14]([F:17])([F:16])[F:15])=[CH:10][CH:9]=2)[S:5][C:4]=1[CH2:18][CH3:19].[NH2:26][C:27]1[CH:36]=[CH:35][C:30]([C:31]([O:33]C)=[O:32])=[CH:29][CH:28]=1.[I-].[Na+].C(=O)([O-])[O-].[Na+].[Na+].[Cl-].[NH4+].[OH-].[Na+].Cl. The catalyst is C(OCC)(=O)C.C(O)C.O1CCCC1.CN(C)C(=O)C. The product is [CH:20]1([CH:2]([NH:26][C:27]2[CH:36]=[CH:35][C:30]([C:31]([OH:33])=[O:32])=[CH:29][CH:28]=2)[C:3]2[CH:7]=[C:6]([C:8]3[CH:13]=[CH:12][C:11]([C:14]([F:17])([F:16])[F:15])=[CH:10][CH:9]=3)[S:5][C:4]=2[CH2:18][CH3:19])[CH2:25][CH2:24][CH2:23][CH2:22][CH2:21]1. The yield is 0.290. (5) The product is [NH2:25][CH2:24][C@@H:16]([NH:15][C:13]([C:9]1[S:10][C:11]([Cl:12])=[C:7]([C:6]2[N:5]([CH3:36])[N:4]=[CH:3][C:2]=2[Br:1])[CH:8]=1)=[O:14])[CH2:17][CH:18]1[CH2:19][CH2:20][CH2:21][CH2:22][CH2:23]1. The reactants are [Br:1][C:2]1[CH:3]=[N:4][N:5]([CH3:36])[C:6]=1[C:7]1[CH:8]=[C:9]([C:13]([NH:15][C@H:16]([CH2:24][N:25]2C(=O)C3C(=CC=CC=3)C2=O)[CH2:17][CH:18]2[CH2:23][CH2:22][CH2:21][CH2:20][CH2:19]2)=[O:14])[S:10][C:11]=1[Cl:12].NN. The yield is 0.240. The catalyst is O1CCCC1.CO. (6) The reactants are [CH2:1]([N:4]([CH2:12][C:13](=[N:20][OH:21])[C:14]1[CH:19]=[CH:18][CH:17]=[CH:16][CH:15]=1)[C:5](=[O:11])[O:6][C:7]([CH3:10])([CH3:9])[CH3:8])[CH:2]=[CH2:3]. The catalyst is C1(C)C(C)=CC=CC=1. The product is [C:7]([O:6][C:5]([N:4]1[CH2:1][CH:2]2[C:13]([C:14]3[CH:19]=[CH:18][CH:17]=[CH:16][CH:15]=3)([NH:20][O:21][CH2:3]2)[CH2:12]1)=[O:11])([CH3:10])([CH3:9])[CH3:8]. The yield is 0.480.